Dataset: Full USPTO retrosynthesis dataset with 1.9M reactions from patents (1976-2016). Task: Predict the reactants needed to synthesize the given product. (1) Given the product [CH:10]([C:9]1[CH:8]=[CH:7][C:4]([C:5]#[N:6])=[CH:3][C:2]=1[O:17][CH2:12][C:13]([F:16])([F:15])[F:14])=[O:11], predict the reactants needed to synthesize it. The reactants are: F[C:2]1[CH:3]=[C:4]([CH:7]=[CH:8][C:9]=1[CH:10]=[O:11])[C:5]#[N:6].[CH2:12]([OH:17])[C:13]([F:16])([F:15])[F:14]. (2) Given the product [C:14]1([S:11]([N:10]2[C:3]3[C:4](=[N:5][CH:6]=[CH:7][C:2]=3[C:20]#[N:21])[CH:8]=[CH:9]2)(=[O:13])=[O:12])[CH:19]=[CH:18][CH:17]=[CH:16][CH:15]=1, predict the reactants needed to synthesize it. The reactants are: Cl[C:2]1[CH:7]=[CH:6][N:5]=[C:4]2[CH:8]=[CH:9][N:10]([S:11]([C:14]3[CH:19]=[CH:18][CH:17]=[CH:16][CH:15]=3)(=[O:13])=[O:12])[C:3]=12.[CH3:20][N:21](C=O)C. (3) Given the product [Cl:1][C:2]1[CH:7]=[CH:6][CH:5]=[CH:4][C:3]=1[CH:8]([OH:12])[C:9]1[N:18]([CH2:17][CH2:16][CH2:15][O:14][CH3:13])[C:19](=[S:22])[NH:20][N:21]=1, predict the reactants needed to synthesize it. The reactants are: [Cl:1][C:2]1[CH:7]=[CH:6][CH:5]=[CH:4][C:3]=1[CH:8]([OH:12])[C:9](O)=O.[CH3:13][O:14][CH2:15][CH2:16][CH2:17][NH:18][C:19](=[S:22])[NH:20][NH2:21]. (4) The reactants are: [NH2:1][C:2]1[CH:6]=[CH:5][S:4][C:3]=1[C:7]([O:9][CH3:10])=[O:8].[CH3:11][O:12][C:13]1[CH:18]=[CH:17][CH:16]=[CH:15][C:14]=1[S:19](Cl)(=[O:21])=[O:20]. Given the product [CH3:11][O:12][C:13]1[CH:18]=[CH:17][CH:16]=[CH:15][C:14]=1[S:19]([NH:1][C:2]1[CH:6]=[CH:5][S:4][C:3]=1[C:7]([O:9][CH3:10])=[O:8])(=[O:21])=[O:20], predict the reactants needed to synthesize it. (5) Given the product [CH:1]1([C@@H:7]([NH:9][C:10]([C:12]2[C:21]3[C:16](=[CH:17][CH:18]=[CH:19][CH:20]=3)[N:15]=[C:14]([C:22]3[CH:23]=[CH:24][CH:25]=[CH:26][CH:27]=3)[C:13]=2[CH2:28][N:29]2[CH2:34][CH2:33][N:32]([CH2:35][C@H:36]([OH:37])[CH2:38][OH:39])[CH2:31][CH2:30]2)=[O:11])[CH3:8])[CH2:6][CH2:5][CH2:4][CH2:3][CH2:2]1, predict the reactants needed to synthesize it. The reactants are: [CH:1]1([C@@H:7]([NH:9][C:10]([C:12]2[C:21]3[C:16](=[CH:17][CH:18]=[CH:19][CH:20]=3)[N:15]=[C:14]([C:22]3[CH:27]=[CH:26][CH:25]=[CH:24][CH:23]=3)[C:13]=2[CH2:28][N:29]2[CH2:34][CH2:33][NH:32][CH2:31][CH2:30]2)=[O:11])[CH3:8])[CH2:6][CH2:5][CH2:4][CH2:3][CH2:2]1.[CH2:35]1[O:37][C@H:36]1[CH2:38][OH:39].C([O-])([O-])=O.[K+].[K+].